Task: Regression. Given two drug SMILES strings and cell line genomic features, predict the synergy score measuring deviation from expected non-interaction effect.. Dataset: NCI-60 drug combinations with 297,098 pairs across 59 cell lines (1) Drug 1: CCC1(CC2CC(C3=C(CCN(C2)C1)C4=CC=CC=C4N3)(C5=C(C=C6C(=C5)C78CCN9C7C(C=CC9)(C(C(C8N6C)(C(=O)OC)O)OC(=O)C)CC)OC)C(=O)OC)O.OS(=O)(=O)O. Drug 2: C1=NNC2=C1C(=O)NC=N2. Cell line: TK-10. Synergy scores: CSS=-2.63, Synergy_ZIP=0.418, Synergy_Bliss=-0.522, Synergy_Loewe=-2.53, Synergy_HSA=-2.66. (2) Drug 1: C1=C(C(=O)NC(=O)N1)N(CCCl)CCCl. Drug 2: CCC1(C2=C(COC1=O)C(=O)N3CC4=CC5=C(C=CC(=C5CN(C)C)O)N=C4C3=C2)O.Cl. Cell line: K-562. Synergy scores: CSS=43.8, Synergy_ZIP=-9.28, Synergy_Bliss=-0.134, Synergy_Loewe=-0.111, Synergy_HSA=1.55.